Dataset: Full USPTO retrosynthesis dataset with 1.9M reactions from patents (1976-2016). Task: Predict the reactants needed to synthesize the given product. (1) Given the product [Cl:11][C:6]1[CH:5]=[C:4]([CH:9]=[CH:8][C:7]=1[OH:10])[CH2:3][NH:2][C:13]1[N:18]=[C:17]([O:19][CH2:20][C:21]([F:24])([F:22])[F:23])[N:16]=[C:15]([NH:25][C:26]2[CH:38]=[CH:37][C:29]([C:30]([O:32][C:33]([CH3:34])([CH3:36])[CH3:35])=[O:31])=[CH:28][CH:27]=2)[N:14]=1, predict the reactants needed to synthesize it. The reactants are: Br.[NH2:2][CH2:3][C:4]1[CH:9]=[CH:8][C:7]([OH:10])=[C:6]([Cl:11])[CH:5]=1.Cl[C:13]1[N:18]=[C:17]([O:19][CH2:20][C:21]([F:24])([F:23])[F:22])[N:16]=[C:15]([NH:25][C:26]2[CH:38]=[CH:37][C:29]([C:30]([O:32][C:33]([CH3:36])([CH3:35])[CH3:34])=[O:31])=[CH:28][CH:27]=2)[N:14]=1.C(N(CC)C(C)C)(C)C. (2) Given the product [Cl:24][C:8]1[N:7]2[C:2]([F:1])=[CH:3][CH:4]=[CH:5][C:6]2=[N:10][C:9]=1[CH2:11][N:12]([CH3:23])[C@@H:13]1[C:22]2[N:21]=[CH:20][CH:19]=[CH:18][C:17]=2[CH2:16][CH2:15][CH2:14]1, predict the reactants needed to synthesize it. The reactants are: [F:1][C:2]1[N:7]2[CH:8]=[C:9]([CH2:11][N:12]([CH3:23])[C@@H:13]3[C:22]4[N:21]=[CH:20][CH:19]=[CH:18][C:17]=4[CH2:16][CH2:15][CH2:14]3)[N:10]=[C:6]2[CH:5]=[CH:4][CH:3]=1.[Cl:24]N1C(=O)CCC1=O. (3) The reactants are: CN(C(ON1N=NC2C=CC=CC1=2)=[N+](C)C)C.[B-](F)(F)(F)F.C(N(CC)CC)C.Cl.[NH:31]1[CH:35]=[C:34]([CH2:36][CH2:37][C:38]([OH:40])=O)[N:33]=[CH:32]1.[NH2:41][C@H:42]([CH2:60][C:61]1[CH:66]=[CH:65][C:64]([O:67][CH3:68])=[CH:63][CH:62]=1)[C:43]([N:45]1[CH2:48][C:47]([CH:54]2[CH2:59][CH2:58][CH2:57][CH2:56][CH2:55]2)([CH2:49][CH2:50][CH2:51][CH2:52][CH3:53])[CH2:46]1)=[O:44]. Given the product [CH:54]1([C:47]2([CH2:49][CH2:50][CH2:51][CH2:52][CH3:53])[CH2:46][N:45]([C:43](=[O:44])[C@H:42]([NH:41][C:38](=[O:40])[CH2:37][CH2:36][C:34]3[N:33]=[CH:32][NH:31][CH:35]=3)[CH2:60][C:61]3[CH:62]=[CH:63][C:64]([O:67][CH3:68])=[CH:65][CH:66]=3)[CH2:48]2)[CH2:59][CH2:58][CH2:57][CH2:56][CH2:55]1, predict the reactants needed to synthesize it. (4) The reactants are: [O:1]=[C:2]([C:9]1[CH:14]=[CH:13][C:12]([C:15]([F:18])([F:17])[F:16])=[CH:11][CH:10]=1)[CH2:3][C:4]([O:6][CH2:7][CH3:8])=[O:5].C(O[CH:24](N(C)C)[N:25]([CH3:27])[CH3:26])(C)(C)C. Given the product [CH3:24][N:25]([CH3:27])[CH:26]=[C:3]([C:2](=[O:1])[C:9]1[CH:14]=[CH:13][C:12]([C:15]([F:16])([F:17])[F:18])=[CH:11][CH:10]=1)[C:4]([O:6][CH2:7][CH3:8])=[O:5], predict the reactants needed to synthesize it. (5) Given the product [N:17]1[N:16]2[C:20]([N:21]=[C:22]3[CH2:28][CH2:27][CH2:26][CH2:25][CH2:24][C:23]3=[C:15]2[C:12]2[CH:11]=[CH:10][C:9]([OH:8])=[CH:14][CH:13]=2)=[CH:19][CH:18]=1, predict the reactants needed to synthesize it. The reactants are: C([O:8][C:9]1[CH:14]=[CH:13][C:12]([C:15]2[N:16]3[C:20]([N:21]=[C:22]4[CH2:28][CH2:27][CH2:26][CH2:25][CH2:24][C:23]=24)=[CH:19][CH:18]=[N:17]3)=[CH:11][CH:10]=1)C1C=CC=CC=1.CCOC(C)=O. (6) Given the product [CH2:1]([O:3][C:4]([C:6]1[N:7]=[C:8]([C:18]2[CH:23]=[CH:22][CH:21]=[CH:20][C:19]=2[O:24][CH3:25])[N:9]([C:11]2[CH:16]=[CH:15][C:14]([CH3:17])=[CH:13][CH:12]=2)[CH:10]=1)=[O:5])[CH3:2], predict the reactants needed to synthesize it. The reactants are: [CH2:1]([O:3][C:4]([C:6]1(O)[CH2:10][N:9]([C:11]2[CH:16]=[CH:15][C:14]([CH3:17])=[CH:13][CH:12]=2)[C:8]([C:18]2[CH:23]=[CH:22][CH:21]=[CH:20][C:19]=2[O:24][CH3:25])=[N:7]1)=[O:5])[CH3:2].C1(C)C=CC(S(O)(=O)=O)=CC=1.